The task is: Predict which catalyst facilitates the given reaction.. This data is from Catalyst prediction with 721,799 reactions and 888 catalyst types from USPTO. (1) The catalyst class is: 16. Product: [I:1][C:2]1[C:10]2[C:5](=[CH:6][CH:7]=[C:8]([C:11]3[N:15]=[C:14]([NH:33][CH:30]([CH3:32])[CH3:31])[O:13][N:12]=3)[CH:9]=2)[N:4]([S:20]([C:23]2[CH:24]=[CH:25][C:26]([CH3:27])=[CH:28][CH:29]=2)(=[O:22])=[O:21])[CH:3]=1. Reactant: [I:1][C:2]1[C:10]2[C:5](=[CH:6][CH:7]=[C:8]([C:11]3[N:15]=[C:14](C(Cl)(Cl)Cl)[O:13][N:12]=3)[CH:9]=2)[N:4]([S:20]([C:23]2[CH:29]=[CH:28][C:26]([CH3:27])=[CH:25][CH:24]=2)(=[O:22])=[O:21])[CH:3]=1.[CH:30]([NH2:33])([CH3:32])[CH3:31].O. (2) Reactant: Br[C:2]1[CH:8]=[C:7]([O:9][C:10]([F:13])([F:12])[F:11])[CH:6]=[CH:5][C:3]=1[NH2:4].[Cu](C#N)[C:15]#[N:16].N. Product: [NH2:4][C:3]1[CH:5]=[CH:6][C:7]([O:9][C:10]([F:13])([F:12])[F:11])=[CH:8][C:2]=1[C:15]#[N:16]. The catalyst class is: 60. (3) Reactant: [N+:1]([C:4]1[CH:9]=[CH:8][C:7]([N:10]=[C:11]=S)=[CH:6][CH:5]=1)([O-:3])=[O:2].[C:13]([O:17][C:18](=[O:44])[NH:19][CH2:20][CH2:21][CH2:22][NH:23][C:24]1[CH:29]=[C:28]([C:30]([N:32]([CH2:38][CH2:39][CH:40]([CH3:42])[CH3:41])[CH2:33][CH2:34][CH:35]([CH3:37])[CH3:36])=[O:31])[CH:27]=[CH:26][C:25]=1[NH2:43])([CH3:16])([CH3:15])[CH3:14]. Product: [CH3:41][CH:40]([CH3:42])[CH2:39][CH2:38][N:32]([CH2:33][CH2:34][CH:35]([CH3:37])[CH3:36])[C:30]([C:28]1[CH:27]=[CH:26][C:25]2[N:43]=[C:11]([NH:10][C:7]3[CH:8]=[CH:9][C:4]([N+:1]([O-:3])=[O:2])=[CH:5][CH:6]=3)[N:23]([CH2:22][CH2:21][CH2:20][NH:19][C:18](=[O:44])[O:17][C:13]([CH3:16])([CH3:14])[CH3:15])[C:24]=2[CH:29]=1)=[O:31]. The catalyst class is: 7. (4) Reactant: [NH:1]1[C:9]2[C:4](=[CH:5][CH:6]=[CH:7][CH:8]=2)[C:3]([CH2:10][C@H:11]([NH2:13])[CH3:12])=[CH:2]1.C(N(CC)C(C)C)(C)C.[Si:23]([O:40][CH2:41][C:42]([F:53])([CH3:52])[CH2:43]OS(C(F)(F)F)(=O)=O)([C:36]([CH3:39])([CH3:38])[CH3:37])([C:30]1[CH:35]=[CH:34][CH:33]=[CH:32][CH:31]=1)[C:24]1[CH:29]=[CH:28][CH:27]=[CH:26][CH:25]=1. Product: [NH:1]1[C:9]2[C:4](=[CH:5][CH:6]=[CH:7][CH:8]=2)[C:3]([CH2:10][C@H:11]([NH:13][CH2:52][C:42]([F:53])([CH3:43])[CH2:41][O:40][Si:23]([C:36]([CH3:39])([CH3:38])[CH3:37])([C:30]2[CH:31]=[CH:32][CH:33]=[CH:34][CH:35]=2)[C:24]2[CH:29]=[CH:28][CH:27]=[CH:26][CH:25]=2)[CH3:12])=[CH:2]1. The catalyst class is: 12. (5) Reactant: [CH3:1][CH2:2][CH2:3][CH:4]1[O:24][C@:23]2([C:25]([CH2:27][OH:28])=[O:26])[C@@H:6]([CH2:7][C@@H:8]3[C@:22]2([CH3:29])[CH2:21][C@H:20]([OH:30])[C@H:19]2[C@H:9]3[CH2:10][CH2:11][C:12]3[C@:18]2([CH3:31])[CH:17]=[CH:16][C:14](=[O:15])[CH:13]=3)[O:5]1.Cl[C:33]([O:35][CH2:36][CH2:37][CH2:38][CH2:39][CH2:40][CH2:41][CH2:42][CH2:43][CH2:44][CH3:45])=[O:34].CCN(CC)CC.O. Product: [CH3:1][CH2:2][CH2:3][CH:4]1[O:24][C@:23]2([C:25]([CH2:27][OH:28])=[O:26])[C@@H:6]([CH2:7][C@@H:8]3[C@:22]2([CH3:29])[CH2:21][C@H:20]([OH:30])[C@H:19]2[C@H:9]3[CH2:10][CH2:11][C:12]3[C@:18]2([CH3:31])[CH:17]=[CH:16][C:14](=[O:15])[CH:13]=3)[O:5]1.[CH2:36]([O:35][C:33](=[O:5])[O-:34])[CH2:37][CH2:38][CH2:39][CH2:40][CH2:41][CH2:42][CH2:43][CH2:44][CH3:45]. The catalyst class is: 2. (6) Reactant: [ClH:1].[CH3:2][CH:3]1[CH2:8][N:7](C(OC(C)(C)C)=O)[CH2:6][CH2:5][N:4]1[C:16]([O:18][CH:19]([CH3:21])[CH3:20])=[O:17]. Product: [ClH:1].[CH3:2][CH:3]1[CH2:8][NH:7][CH2:6][CH2:5][N:4]1[C:16]([O:18][CH:19]([CH3:21])[CH3:20])=[O:17]. The catalyst class is: 5. (7) Reactant: Cl[S:2]([N:5]=C=O)(=[O:4])=[O:3].C(O)=O.[NH2:11][C:12]1[CH:21]=[CH:20][C:19]2[C:14](=[CH:15][CH:16]=[C:17]([Br:22])[CH:18]=2)[CH:13]=1.C(OCC)(=O)C. Product: [Br:22][C:17]1[CH:16]=[CH:15][C:14]2[C:19](=[CH:20][CH:21]=[C:12]([NH:11][S:2](=[O:4])(=[O:3])[NH2:5])[CH:13]=2)[CH:18]=1. The catalyst class is: 48. (8) Reactant: [Br:1][C:2]1[CH:7]=[C:6](I)[C:5]([NH2:9])=[C:4]([F:10])[CH:3]=1.[C:11]([OH:17])(=[O:16])[CH2:12][CH2:13][C:14]#[CH:15].C(N(CC)CC)C. Product: [Br:1][C:2]1[CH:7]=[C:6]2[C:5](=[C:4]([F:10])[CH:3]=1)[NH:9][C:14]([CH2:13][CH2:12][C:11]([OH:17])=[O:16])=[CH:15]2. The catalyst class is: 654.